From a dataset of Catalyst prediction with 721,799 reactions and 888 catalyst types from USPTO. Predict which catalyst facilitates the given reaction. Reactant: Br[Zn][CH2:3][C:4]([O:6][CH2:7][CH3:8])=[O:5].[C:9]1(=[O:14])[CH2:13][CH2:12][CH2:11][CH2:10]1.Cl.C(OCC)(=O)C. Product: [OH:14][C:9]1([CH2:3][C:4]([O:6][CH2:7][CH3:8])=[O:5])[CH2:13][CH2:12][CH2:11][CH2:10]1. The catalyst class is: 1.